This data is from Full USPTO retrosynthesis dataset with 1.9M reactions from patents (1976-2016). The task is: Predict the reactants needed to synthesize the given product. (1) Given the product [C:7]([CH2:6][C:5]1[CH:9]=[CH:10][C:2]([NH:1][C:12]([CH:13]2[CH:4]([CH:5]([CH3:9])[CH3:6])[CH2:3][CH2:2][CH:15]([CH3:16])[CH2:14]2)=[O:17])=[CH:3][CH:4]=1)#[N:8], predict the reactants needed to synthesize it. The reactants are: [NH2:1][C:2]1[CH:10]=[CH:9][C:5]([CH2:6][C:7]#[N:8])=[CH:4][CH:3]=1.N1[CH:16]=[CH:15][CH:14]=[CH:13][CH:12]=1.[OH2:17]. (2) Given the product [CH3:33][C:24]([N:34]1[C:9](=[O:10])[C:4]2[C:5](=[CH:21][CH:22]=[C:2]([F:1])[CH:3]=2)[N:6]=[C:7]1[C:11]1[CH:16]=[CH:15][CH:14]=[CH:13][C:12]=1[OH:17])([CH3:23])[CH2:25][CH2:26][C:27]1[CH:32]=[CH:31][CH:30]=[CH:29][CH:28]=1, predict the reactants needed to synthesize it. The reactants are: [F:1][C:2]1[CH:22]=[CH:21][C:5]2[N:6]=[C:7]([C:11]3[CH:16]=[CH:15][CH:14]=[CH:13][C:12]=3[O:17]C(=O)C)O[C:9](=[O:10])[C:4]=2[CH:3]=1.[CH3:23][C:24]([NH2:34])([CH3:33])[CH2:25][CH2:26][C:27]1[CH:32]=[CH:31][CH:30]=[CH:29][CH:28]=1.